From a dataset of Forward reaction prediction with 1.9M reactions from USPTO patents (1976-2016). Predict the product of the given reaction. (1) Given the reactants [NH2:1][C:2]1[N:7]=[CH:6][N:5]=[C:4]2[N:8]([CH2:12][C:13]3[O:14][C:15]4[C:20]([C:21](=[O:29])[C:22]=3[C:23]3[CH:28]=[CH:27][CH:26]=[CH:25][CH:24]=3)=[CH:19][CH:18]=[CH:17][CH:16]=4)[N:9]=[C:10](I)[C:3]=12.C([N:37]1[C:45]2[C:40](=[CH:41][CH:42]=[C:43](B3OC(C)(C)C(C)(C)O3)[CH:44]=2)[C:39]([CH3:55])=[N:38]1)(OC(C)(C)C)=O.C(=O)([O-])[O-].[Na+].[Na+].ClCCl, predict the reaction product. The product is: [NH2:1][C:2]1[N:7]=[CH:6][N:5]=[C:4]2[N:8]([CH2:12][C:13]3[O:14][C:15]4[C:20]([C:21](=[O:29])[C:22]=3[C:23]3[CH:28]=[CH:27][CH:26]=[CH:25][CH:24]=3)=[CH:19][CH:18]=[CH:17][CH:16]=4)[N:9]=[C:10]([C:43]3[CH:44]=[C:45]4[C:40]([C:39]([CH3:55])=[N:38][NH:37]4)=[CH:41][CH:42]=3)[C:3]=12. (2) Given the reactants Cl[C:2]1[N:3]=[CH:4][C:5]([C:8]([NH:10][C:11]2[NH:12][N:13]=[C:14]([O:16][CH2:17][C:18]3[CH:23]=[C:22]([O:24][CH3:25])[CH:21]=[C:20]([O:26][CH3:27])[CH:19]=3)[CH:15]=2)=[O:9])=[N:6][CH:7]=1.[CH3:28][N:29]1[C@@H:34]([CH3:35])[CH2:33][NH:32][CH2:31][C@H:30]1[CH3:36].C[C@H]1CNC[C@@H](C)N1CC#N.C(N(C(C)C)C(C)C)C, predict the reaction product. The product is: [CH3:27][O:26][C:20]1[CH:19]=[C:18]([CH2:17][O:16][C:14]2[CH:15]=[C:11]([NH:10][C:8]([C:5]3[CH:4]=[N:3][C:2]([N:32]4[CH2:33][C@H:34]([CH3:35])[N:29]([CH3:28])[C@H:30]([CH3:36])[CH2:31]4)=[CH:7][N:6]=3)=[O:9])[NH:12][N:13]=2)[CH:23]=[C:22]([O:24][CH3:25])[CH:21]=1.